From a dataset of Forward reaction prediction with 1.9M reactions from USPTO patents (1976-2016). Predict the product of the given reaction. (1) Given the reactants [S:1]1[CH:5]=[CH:4][CH:3]=[C:2]1[CH2:6][CH2:7][NH2:8].[F:9][C:10]([F:17])([F:16])[C:11](OCC)=[O:12], predict the reaction product. The product is: [F:9][C:10]([F:17])([F:16])[C:11]([NH:8][CH2:7][CH2:6][C:2]1[S:1][CH:5]=[CH:4][CH:3]=1)=[O:12]. (2) Given the reactants C(=O)([O-])[O-].[Na+].[Na+].Cl.[C@@H:8]12[CH2:14][C@@H:11]([CH2:12][CH2:13]1)[CH2:10][C@H:9]2[N:15]1[CH2:20][CH2:19][CH:18]([C:21]2[CH:26]=[C:25](Br)[CH:24]=[CH:23][C:22]=2[O:28][CH3:29])[CH2:17][CH2:16]1.CC1(C)C(C)(C)OB([C:38]2[CH:43]=[CH:42][N:41]=[CH:40][CH:39]=2)O1, predict the reaction product. The product is: [C@@H:8]12[CH2:14][C@@H:11]([CH2:12][CH2:13]1)[CH2:10][C@H:9]2[N:15]1[CH2:20][CH2:19][CH:18]([C:21]2[CH:26]=[C:25]([C:38]3[CH:43]=[CH:42][N:41]=[CH:40][CH:39]=3)[CH:24]=[CH:23][C:22]=2[O:28][CH3:29])[CH2:17][CH2:16]1. (3) Given the reactants I[C:2]1[C:3](=[O:15])[O:4][CH2:5][C:6]=1[C:7]1[CH:12]=[CH:11][C:10]([S:13][CH3:14])=[CH:9][CH:8]=1.[C:16]1(B(O)O)[CH:21]=[CH:20][CH:19]=[CH:18][CH:17]=1.[As](C1C=CC=CC=1)(C1C=CC=CC=1)C1C=CC=CC=1.CCOCC, predict the reaction product. The product is: [C:16]1([C:2]2[C:3](=[O:15])[O:4][CH2:5][C:6]=2[C:7]2[CH:12]=[CH:11][C:10]([S:13][CH3:14])=[CH:9][CH:8]=2)[CH:21]=[CH:20][CH:19]=[CH:18][CH:17]=1. (4) Given the reactants C(S[C:9]1[CH:18]=[C:17]2[C:12]([C:13]([Cl:29])=[CH:14][N:15]([CH2:20][C:21]3[CH:26]=[CH:25][C:24]([O:27][CH3:28])=[CH:23][CH:22]=3)[C:16]2=[O:19])=[CH:11][CH:10]=1)C1C=CC=CC=1.C(Cl)Cl.C(O)(=O)C.[S:37]([Cl:41])(Cl)(=[O:39])=[O:38], predict the reaction product. The product is: [Cl:29][C:13]1[C:12]2[C:17](=[CH:18][C:9]([S:37]([Cl:41])(=[O:39])=[O:38])=[CH:10][CH:11]=2)[C:16](=[O:19])[N:15]([CH2:20][C:21]2[CH:22]=[CH:23][C:24]([O:27][CH3:28])=[CH:25][CH:26]=2)[CH:14]=1. (5) The product is: [CH3:9][NH:11][C:12](=[O:18])[C@H:13]([CH:15]([CH3:17])[CH3:16])[NH2:14]. Given the reactants C(O[C:9]([N:11](C)[C:12](=[O:18])[C@H:13]([CH:15]([CH3:17])[CH3:16])[NH2:14])=O)C1C=CC=CC=1, predict the reaction product. (6) Given the reactants Br[C:2]1[C:3]([F:17])=[CH:4][CH:5]=[C:6]2[C:11]=1[N:10]=[C:9]([NH:12][CH:13]1[CH2:15][CH2:14]1)[C:8]([CH3:16])=[N:7]2.C([Sn](CCCC)(CCCC)[C:23]([O:25]CC)=[CH2:24])CCC.[F-].[Cs+], predict the reaction product. The product is: [CH:13]1([NH:12][C:9]2[C:8]([CH3:16])=[N:7][C:6]3[C:11]([N:10]=2)=[C:2]([C:23](=[O:25])[CH3:24])[C:3]([F:17])=[CH:4][CH:5]=3)[CH2:15][CH2:14]1. (7) Given the reactants [CH3:1][C:2]1[N:3]([CH2:8][CH2:9][NH2:10])[CH:4]=[C:5]([CH3:7])[N:6]=1.[CH3:11][O:12][C:13]1[CH:18]=[C:17]([O:19][CH3:20])[CH:16]=[CH:15][C:14]=1[CH2:21][CH2:22][CH:23]=O, predict the reaction product. The product is: [CH3:11][O:12][C:13]1[CH:18]=[C:17]([O:19][CH3:20])[CH:16]=[CH:15][C:14]=1[CH2:21][CH2:22][CH:23]1[NH:10][CH2:9][CH2:8][N:3]2[C:2]([CH3:1])=[N:6][C:5]([CH3:7])=[C:4]12.